The task is: Predict the product of the given reaction.. This data is from Forward reaction prediction with 1.9M reactions from USPTO patents (1976-2016). (1) Given the reactants FC(F)(F)S(O[C:7]1[CH:12]=[CH:11][C:10]([C:13]#[N:14])=[CH:9][C:8]=1[C:15]1[CH:20]=[CH:19][C:18]([O:21][CH2:22][C:23]2[CH:32]=[CH:31][C:30]3[C:25](=[CH:26][CH:27]=[CH:28][CH:29]=3)[N:24]=2)=[CH:17][CH:16]=1)(=O)=O.[N:35]1[CH:40]=[CH:39][C:38](B(O)O)=[CH:37][CH:36]=1.C([O-])([O-])=O.[Na+].[Na+], predict the reaction product. The product is: [N:35]1[CH:40]=[CH:39][C:38]([C:7]2[C:8]([C:15]3[CH:16]=[CH:17][C:18]([O:21][CH2:22][C:23]4[CH:32]=[CH:31][C:30]5[C:25](=[CH:26][CH:27]=[CH:28][CH:29]=5)[N:24]=4)=[CH:19][CH:20]=3)=[CH:9][C:10]([C:13]#[N:14])=[CH:11][CH:12]=2)=[CH:37][CH:36]=1. (2) The product is: [Br:1][C:2]1[N:10]([CH2:20][C:19]([O:18][CH2:17][CH3:16])=[O:21])[C:9]2[C:8](=[O:11])[N:7]([CH3:12])[C:6](=[O:13])[N:5]([CH3:14])[C:4]=2[N:3]=1. Given the reactants [Br:1][C:2]1[NH:10][C:9]2[C:8](=[O:11])[N:7]([CH3:12])[C:6](=[O:13])[N:5]([CH3:14])[C:4]=2[N:3]=1.Br[CH2:16][CH2:17][O:18][C:19](=[O:21])[CH3:20].C([O-])([O-])=O.[K+].[K+], predict the reaction product. (3) Given the reactants CN([CH:4]=[C:5]1[C:10](=O)[CH2:9][CH2:8][N:7]([C:12]2[C:13]([O:19][CH2:20][C:21]3[CH:26]=[CH:25][C:24]([O:27][CH3:28])=[CH:23][CH:22]=3)=[N:14][CH:15]=[CH:16][C:17]=2[CH3:18])[CH2:6]1)C.C(=O)(O)O.[NH2:33][C:34]([NH2:36])=[NH:35].O.O.O.C([O-])(=O)C.[Na+], predict the reaction product. The product is: [CH3:28][O:27][C:24]1[CH:25]=[CH:26][C:21]([CH2:20][O:19][C:13]2[C:12]([N:7]3[CH2:8][CH2:9][C:10]4[N:35]=[C:34]([NH2:36])[N:33]=[CH:4][C:5]=4[CH2:6]3)=[C:17]([CH3:18])[CH:16]=[CH:15][N:14]=2)=[CH:22][CH:23]=1. (4) Given the reactants [N+:1]([C:4]1[CH:5]=[CH:6][C:7]2[O:11][C:10]([C:12]([OH:14])=O)=[CH:9][C:8]=2[CH:15]=1)([O-:3])=[O:2].Cl.Cl.[NH2:18][C@H:19]1[CH:24]2[CH2:25][CH2:26][N:21]([CH2:22][CH2:23]2)[CH2:20]1.CN(C(ON1N=NC2C=CC=NC1=2)=[N+](C)C)C.F[P-](F)(F)(F)(F)F.C(N(CC)C(C)C)(C)C, predict the reaction product. The product is: [N:21]12[CH2:26][CH2:25][CH:24]([CH2:23][CH2:22]1)[C@H:19]([NH:18][C:12]([C:10]1[O:11][C:7]3[CH:6]=[CH:5][C:4]([N+:1]([O-:3])=[O:2])=[CH:15][C:8]=3[CH:9]=1)=[O:14])[CH2:20]2.